Dataset: Catalyst prediction with 721,799 reactions and 888 catalyst types from USPTO. Task: Predict which catalyst facilitates the given reaction. (1) Reactant: [NH2:1][C:2]1[C:10]2[C:5](=[CH:6][CH:7]=[C:8]([C:11]3[O:15][C:14]([C:16]([OH:18])=[O:17])=[CH:13][CH:12]=3)[CH:9]=2)[NH:4][N:3]=1.[C:19]1(C)C=CC(S(O)(=O)=O)=C[CH:20]=1. Product: [NH2:1][C:2]1[C:10]2[C:5](=[CH:6][CH:7]=[C:8]([C:11]3[O:15][C:14]([C:16]([O:18][CH2:19][CH3:20])=[O:17])=[CH:13][CH:12]=3)[CH:9]=2)[NH:4][N:3]=1. The catalyst class is: 8. (2) Reactant: FC(F)(F)C(O)=O.[NH2:8][CH2:9][CH:10]([NH:16]C(=O)OCC1C=CC=CC=1)[CH2:11][C:12]([F:15])([F:14])[F:13].[ClH:27].C(OCC)C. Product: [ClH:27].[ClH:27].[F:13][C:12]([F:15])([F:14])[CH2:11][CH:10]([NH2:16])[CH2:9][NH2:8]. The catalyst class is: 19.